Dataset: Reaction yield outcomes from USPTO patents with 853,638 reactions. Task: Predict the reaction yield, written as a fraction of the theoretical maximum amount of product (1.0 means a 100% yield; for example, 0.34 means a 34% yield). (1) The reactants are Br[C:2]1[CH:3]=[C:4]([CH:8]2[CH2:17][C:16]([CH3:19])([CH3:18])[C:15]3[C:10](=[CH:11][CH:12]=[C:13]([S:20]([N:23]4[CH2:28][CH2:27][O:26][CH2:25][CH2:24]4)(=[O:22])=[O:21])[CH:14]=3)[NH:9]2)[CH:5]=[CH:6][CH:7]=1.[NH2:29][C:30]1([C:33]([OH:35])=[O:34])[CH2:32][CH2:31]1.C(=O)([O-])[O-].[K+].[K+]. The catalyst is CS(C)=O.[Cu]I. The product is [CH3:18][C:16]1([CH3:19])[C:15]2[C:10](=[CH:11][CH:12]=[C:13]([S:20]([N:23]3[CH2:28][CH2:27][O:26][CH2:25][CH2:24]3)(=[O:22])=[O:21])[CH:14]=2)[NH:9][CH:8]([C:4]2[CH:3]=[C:2]([NH:29][C:30]3([C:33]([OH:35])=[O:34])[CH2:32][CH2:31]3)[CH:7]=[CH:6][CH:5]=2)[CH2:17]1. The yield is 0.800. (2) The reactants are [C:1]([N:4]1[CH:10]([CH3:11])[CH2:9][C:8]2[CH:12]=[C:13](Br)[C:14]([O:16][CH3:17])=[CH:15][C:7]=2[C:6]([C:19]2[CH:24]=[CH:23][C:22]([N+:25]([O-])=O)=[C:21]([Cl:28])[CH:20]=2)=[N:5]1)(=[O:3])[CH3:2].C(=O)([O-])[O-].[K+].[K+].O.NN. The catalyst is COCCO.[Pd]. The product is [C:1]([N:4]1[CH:10]([CH3:11])[CH2:9][C:8]2[CH:12]=[CH:13][C:14]([O:16][CH3:17])=[CH:15][C:7]=2[C:6]([C:19]2[CH:24]=[CH:23][C:22]([NH2:25])=[C:21]([Cl:28])[CH:20]=2)=[N:5]1)(=[O:3])[CH3:2]. The yield is 0.300.